Predict the reactants needed to synthesize the given product. From a dataset of Full USPTO retrosynthesis dataset with 1.9M reactions from patents (1976-2016). (1) Given the product [CH3:38][C:37]([O:40][C:41](=[O:43])[CH3:42])([CH3:39])[C:35]([N:1]1[CH2:2][CH:3]([CH2:5][C:6]2[N:7]([CH3:33])[C:8]3[C:13]([N:14]=2)=[C:12]([N:15]2[CH2:20][CH2:19][O:18][CH2:17][CH2:16]2)[N:11]=[C:10]([N:21]2[C:25]4[CH:26]=[CH:27][CH:28]=[CH:29][C:24]=4[N:23]=[C:22]2[CH3:30])[N:9]=3)[CH2:4]1)=[O:36], predict the reactants needed to synthesize it. The reactants are: [NH:1]1[CH2:4][CH:3]([CH2:5][C:6]2[N:7]([CH3:33])[C:8]3[C:13]([N:14]=2)=[C:12]([N:15]2[CH2:20][CH2:19][O:18][CH2:17][CH2:16]2)[N:11]=[C:10]([N:21]2[C:25]4[CH:26]=[CH:27][CH:28]=[CH:29][C:24]=4[N:23]=[C:22]2[CH:30](C)C)[N:9]=3)[CH2:2]1.Cl[C:35]([C:37]([O:40][C:41](=[O:43])[CH3:42])([CH3:39])[CH3:38])=[O:36].CCN(CC)CC. (2) The reactants are: [C:1]([C:3]1[CH:4]=[C:5]([CH2:10][C:11]([OH:13])=[O:12])[CH:6]=[CH:7][C:8]=1[F:9])#[N:2].Cl.[CH3:15]O. Given the product [C:1]([C:3]1[CH:4]=[C:5]([CH2:10][C:11]([O:13][CH3:15])=[O:12])[CH:6]=[CH:7][C:8]=1[F:9])#[N:2], predict the reactants needed to synthesize it.